This data is from Full USPTO retrosynthesis dataset with 1.9M reactions from patents (1976-2016). The task is: Predict the reactants needed to synthesize the given product. (1) Given the product [CH3:1][O:2][C:3](=[O:37])[CH2:4][CH:5]1[C:9]2=[C:10]([S:29][C:30]3[CH:35]=[CH:34][C:33]([Cl:36])=[CH:32][CH:31]=3)[C:11]3[C:12]([S:25]([CH3:28])(=[O:27])=[O:26])=[CH:13][C:14]([C:42]4[CH:43]=[CH:44][C:39]([Cl:38])=[CH:40][CH:41]=4)=[CH:15][C:16]=3[N:8]2[CH2:7][CH2:6]1, predict the reactants needed to synthesize it. The reactants are: [CH3:1][O:2][C:3](=[O:37])[CH2:4][CH:5]1[C:9]2=[C:10]([S:29][C:30]3[CH:35]=[CH:34][C:33]([Cl:36])=[CH:32][CH:31]=3)[C:11]3[C:12]([S:25]([CH3:28])(=[O:27])=[O:26])=[CH:13][C:14](OS(C(F)(F)F)(=O)=O)=[CH:15][C:16]=3[N:8]2[CH2:7][CH2:6]1.[Cl:38][C:39]1[CH:44]=[CH:43][C:42](B(O)O)=[CH:41][CH:40]=1.C([O-])([O-])=O.[K+].[K+]. (2) Given the product [OH:6][C:7]1[CH:16]=[CH:15][C:14]([S:17]([CH3:20])(=[O:19])=[O:18])=[CH:13][C:8]=1[C:9]([O:11][CH3:12])=[O:10], predict the reactants needed to synthesize it. The reactants are: B(Br)(Br)Br.C[O:6][C:7]1[CH:16]=[CH:15][C:14]([S:17]([CH3:20])(=[O:19])=[O:18])=[CH:13][C:8]=1[C:9]([O:11][CH3:12])=[O:10]. (3) Given the product [C:13]([C:10]1[CH:11]=[CH:12][C:7]([CH2:1][CH2:2][CH2:3][CH2:4][CH2:5][CH3:6])=[CH:8][CH:9]=1)#[CH:14], predict the reactants needed to synthesize it. The reactants are: [CH2:1]([C:7]1[CH:12]=[CH:11][C:10]([C:13]#[C:14][Si](C)(C)C)=[CH:9][CH:8]=1)[CH2:2][CH2:3][CH2:4][CH2:5][CH3:6].C(=O)([O-])[O-].[K+].[K+].CO. (4) Given the product [Cl:1][C:2]1[CH:7]=[CH:6][C:5]([Cl:8])=[CH:4][C:3]=1[CH2:9][C:10]([OH:13])=[O:17], predict the reactants needed to synthesize it. The reactants are: [Cl:1][C:2]1[CH:7]=[CH:6][C:5]([Cl:8])=[CH:4][C:3]=1[CH2:9][C:10]#N.S(=O)(=O)(O)[OH:13].[OH2:17].